Dataset: TCR-epitope binding with 47,182 pairs between 192 epitopes and 23,139 TCRs. Task: Binary Classification. Given a T-cell receptor sequence (or CDR3 region) and an epitope sequence, predict whether binding occurs between them. (1) The epitope is SLYNTVATL. The TCR CDR3 sequence is CASSQDRETQYF. Result: 1 (the TCR binds to the epitope). (2) The epitope is VVYRGTTTY. The TCR CDR3 sequence is CASSQDRASPALNEQFF. Result: 1 (the TCR binds to the epitope). (3) The epitope is GLNKIVRMY. The TCR CDR3 sequence is CARRSWGASEQFF. Result: 0 (the TCR does not bind to the epitope).